From a dataset of Forward reaction prediction with 1.9M reactions from USPTO patents (1976-2016). Predict the product of the given reaction. Given the reactants [Cl:1][C:2]1[CH:7]=[CH:6][C:5]([C:8]2([OH:16])[CH2:13][CH2:12][NH:11][CH2:10][C:9]2([CH3:15])[CH3:14])=[CH:4][CH:3]=1.Br[CH2:18][CH2:19][C:20]([OH:22])=[O:21].C(N(CC)CC)C, predict the reaction product. The product is: [Cl:1][C:2]1[CH:7]=[CH:6][C:5]([C:8]2([OH:16])[CH2:13][CH2:12][NH:11][CH2:10][C:9]2([CH3:14])[CH3:15])=[CH:4][CH:3]=1.[C:20]([OH:22])(=[O:21])[CH2:19][CH3:18].